From a dataset of Forward reaction prediction with 1.9M reactions from USPTO patents (1976-2016). Predict the product of the given reaction. (1) Given the reactants [NH:1]1[CH2:6][CH2:5][C:4](=[O:7])[CH2:3][CH2:2]1.Cl[CH2:9][CH2:10][CH2:11][CH2:12][O:13][CH2:14][CH3:15], predict the reaction product. The product is: [CH2:14]([O:13][CH2:12][CH2:11][CH2:10][CH2:9][N:1]1[CH2:6][CH2:5][C:4](=[O:7])[CH2:3][CH2:2]1)[CH3:15]. (2) Given the reactants Br[C:2]1[CH:3]=[C:4]([CH:8]=[CH:9][C:10]=1[O:11][C:12]([F:15])([F:14])[F:13])[C:5]([OH:7])=[O:6].[CH3:16][Zn]C, predict the reaction product. The product is: [CH3:16][C:2]1[CH:3]=[C:4]([CH:8]=[CH:9][C:10]=1[O:11][C:12]([F:15])([F:14])[F:13])[C:5]([OH:7])=[O:6]. (3) Given the reactants N1(C(Cl)=O)C[CH2:5][O:4][CH2:3]C1.[CH3:10][N:11]([CH3:28])[C:12](=[O:27])[O:13][C:14]1[C:18]([CH3:19])=[C:17]([NH2:20])[N:16]([C:21]2[CH:26]=[CH:25][CH:24]=[CH:23][CH:22]=2)[N:15]=1, predict the reaction product. The product is: [N:11]1([C:12]([O:13][C:14]2[C:18]([CH3:19])=[C:17]([NH2:20])[N:16]([C:21]3[CH:22]=[CH:23][CH:24]=[CH:25][CH:26]=3)[N:15]=2)=[O:27])[CH2:10][CH2:5][O:4][CH2:3][CH2:28]1. (4) Given the reactants [NH2:1][C:2]1[C:11]2[C:6](=[CH:7][CH:8]=[CH:9][CH:10]=2)[C:5]([O:12][CH2:13][C:14]#[N:15])=[CH:4][CH:3]=1.[F:16][C:17]1[CH:18]=[C:19]([CH:23]=[C:24]([N:26]2[CH2:31][CH2:30][CH:29]([CH3:32])[CH2:28][CH2:27]2)[CH:25]=1)[C:20](O)=[O:21].C(N(C(C)C)CC)(C)C.CN(C(ON1N=NC2C=CC=CC1=2)=[N+](C)C)C.F[P-](F)(F)(F)(F)F, predict the reaction product. The product is: [C:14]([CH2:13][O:12][C:5]1[C:6]2[C:11](=[CH:10][CH:9]=[CH:8][CH:7]=2)[C:2]([NH:1][C:20](=[O:21])[C:19]2[CH:23]=[C:24]([N:26]3[CH2:27][CH2:28][CH:29]([CH3:32])[CH2:30][CH2:31]3)[CH:25]=[C:17]([F:16])[CH:18]=2)=[CH:3][CH:4]=1)#[N:15]. (5) Given the reactants C(OC([NH:11]/[C:12](=[N:20]\C(=O)OCC1C=CC=CC=1)/[NH:13][C:14]1[N:18]([CH3:19])[N:17]=[CH:16][CH:15]=1)=O)C1C=CC=CC=1.[H][H], predict the reaction product. The product is: [CH3:19][N:18]1[C:14]([NH:13][C:12]([NH2:20])=[NH:11])=[CH:15][CH:16]=[N:17]1. (6) Given the reactants Br[C:2]1[CH:3]=[CH:4][CH:5]=[C:6]2[C:10]=1[CH2:9][CH:8]=[CH:7]2.[CH:11]([Mg]Br)([CH3:13])[CH3:12].[Cl-].[NH4+], predict the reaction product. The product is: [CH:11]([C:2]1[CH:3]=[CH:4][CH:5]=[C:6]2[C:10]=1[CH2:9][CH:8]=[CH:7]2)([CH3:13])[CH3:12]. (7) Given the reactants Cl.[CH:2]1([NH:8][C:9]2[C:14]([CH3:15])=[C:13]([CH3:16])[N:12]=[C:11](NCC3C=CC=CN=3)[N:10]=2)[CH2:7][CH2:6][CH2:5][CH2:4][CH2:3]1.[F:25][C:26]1[CH:33]=[CH:32][C:29]([CH2:30][NH2:31])=[CH:28][CH:27]=1, predict the reaction product. The product is: [CH:2]1([NH:8][C:9]2[C:14]([CH3:15])=[C:13]([CH3:16])[N:12]=[C:11]([NH:31][CH2:30][C:29]3[CH:32]=[CH:33][C:26]([F:25])=[CH:27][CH:28]=3)[N:10]=2)[CH2:3][CH2:4][CH2:5][CH2:6][CH2:7]1.